From a dataset of Peptide-MHC class II binding affinity with 134,281 pairs from IEDB. Regression. Given a peptide amino acid sequence and an MHC pseudo amino acid sequence, predict their binding affinity value. This is MHC class II binding data. (1) The peptide sequence is GPGSTGLNITGVTCG. The MHC is HLA-DPA10201-DPB11401 with pseudo-sequence HLA-DPA10201-DPB11401. The binding affinity (normalized) is 0. (2) The peptide sequence is SPEVIPMFSALSEGAT. The MHC is DRB3_0101 with pseudo-sequence DRB3_0101. The binding affinity (normalized) is 0.161. (3) The peptide sequence is AFKVAATAANAAPQN. The MHC is DRB1_0802 with pseudo-sequence DRB1_0802. The binding affinity (normalized) is 0.772.